This data is from Forward reaction prediction with 1.9M reactions from USPTO patents (1976-2016). The task is: Predict the product of the given reaction. (1) Given the reactants [CH3:1][C:2]1([CH3:28])[C:6]([CH3:8])([CH3:7])[O:5][B:4]([C:9]2[CH:18]=[CH:17][C:16]3[C:11](=[CH:12][CH:13]=[C:14](B4OC(C)(C)C(C)(C)O4)[CH:15]=3)[CH:10]=2)[O:3]1.[N:29]1(C([O-])=O)CCC[CH2:30]1.BrC1C=[C:40]2[N:46]([CH2:47][O:48][CH2:49][CH2:50][Si:51]([CH3:54])([CH3:53])[CH3:52])[C:45]([C@@H:55]3[CH2:59][CH2:58][CH2:57][N:56]3[C:60]([O:62][C:63]([CH3:66])([CH3:65])[CH3:64])=[O:61])=[N:44][C:41]2=NC=1.C(=O)([O-])[O-].[Cs+].[Cs+].[CH:73]1(P(C2CCCCC2)C2C=CC=CC=2C2C(OC)=CC=CC=2OC)CCCC[CH2:74]1, predict the reaction product. The product is: [CH3:1][C:2]1([CH3:28])[C:6]([CH3:7])([CH3:8])[O:5][B:4]([C:9]2[CH:10]=[C:11]3[C:16](=[CH:17][CH:18]=2)[CH:15]=[C:14]([C:13]2[CH:12]=[C:41]4[N:44]=[C:45]([C@@H:55]5[CH2:59][CH2:58][CH2:57][N:56]5[C:60]([O:62][C:63]([CH3:65])([CH3:66])[CH3:64])=[O:61])[N:46]([CH2:47][O:48][CH2:49][CH2:50][Si:51]([CH3:52])([CH3:54])[CH3:53])[C:40]4=[N:29][CH:30]=2)[CH:74]=[CH:73]3)[O:3]1. (2) Given the reactants [O:1]=[C:2]1[C:11]2[CH:12]=[CH:13][S:14][C:10]=2[C:9]2[CH:8]=[CH:7][C:6]([C:15]([O:17][CH3:18])=[O:16])=[CH:5][C:4]=2[NH:3]1.C1C(=O)N([Br:26])C(=O)C1.O.N, predict the reaction product. The product is: [Br:26][C:13]1[S:14][C:10]2[C:9]3[CH:8]=[CH:7][C:6]([C:15]([O:17][CH3:18])=[O:16])=[CH:5][C:4]=3[NH:3][C:2](=[O:1])[C:11]=2[CH:12]=1. (3) The product is: [CH2:14]([N:11]1[C:6]2=[N:7][C:8]([CH2:9][CH3:10])=[C:3]([CH2:2][NH:1][C:30]([C:27]3[CH:28]=[N:29][C:24]([CH3:23])=[CH:25][CH:26]=3)=[O:31])[C:4]([NH:16][CH:17]3[CH2:18][CH2:19][O:20][CH2:21][CH2:22]3)=[C:5]2[CH:13]=[N:12]1)[CH3:15]. Given the reactants [NH2:1][CH2:2][C:3]1[C:8]([CH2:9][CH3:10])=[N:7][C:6]2[N:11]([CH2:14][CH3:15])[N:12]=[CH:13][C:5]=2[C:4]=1[NH:16][CH:17]1[CH2:22][CH2:21][O:20][CH2:19][CH2:18]1.[CH3:23][C:24]1[N:29]=[CH:28][C:27]([C:30](O)=[O:31])=[CH:26][CH:25]=1, predict the reaction product. (4) Given the reactants N1C=CC=CC=1.[Cl:7][C:8]1[CH:13]=[CH:12][C:11]([C:14]2[CH:15]=[CH:16][C:17]([C:20]#[C:21][C:22]3[CH:27]=[CH:26][C:25](/[CH:28]=[C:29](\[CH3:32])/[CH2:30]O)=[CH:24][CH:23]=3)=[N:18][CH:19]=2)=[CH:10][CH:9]=1.S(Cl)([Cl:35])=O, predict the reaction product. The product is: [Cl:35][CH2:30]/[C:29](/[CH3:32])=[CH:28]/[C:25]1[CH:26]=[CH:27][C:22]([C:21]#[C:20][C:17]2[CH:16]=[CH:15][C:14]([C:11]3[CH:12]=[CH:13][C:8]([Cl:7])=[CH:9][CH:10]=3)=[CH:19][N:18]=2)=[CH:23][CH:24]=1. (5) The product is: [NH2:16][C:4]1[CH:3]=[C:2]([CH3:1])[C:7]([CH3:8])=[CH:6][C:5]=1[NH:9][CH2:10][CH2:11][CH2:12][CH2:13][CH2:14][OH:15]. Given the reactants [CH3:1][C:2]1[C:7]([CH3:8])=[CH:6][C:5]([NH:9][CH2:10][CH2:11][CH2:12][CH2:13][CH2:14][OH:15])=[C:4]([N+:16]([O-])=O)[CH:3]=1.[BH4-].[Na+].[H][H], predict the reaction product.